This data is from Catalyst prediction with 721,799 reactions and 888 catalyst types from USPTO. The task is: Predict which catalyst facilitates the given reaction. (1) Reactant: Cl[CH2:2][CH2:3][NH:4][CH2:5][CH2:6]Cl.[F:8][C:9]1[CH:10]=[C:11]([CH:13]=[CH:14][C:15]=1[S:16][CH3:17])[NH2:12]. Product: [F:8][C:9]1[CH:10]=[C:11]([N:12]2[CH2:6][CH2:5][NH:4][CH2:3][CH2:2]2)[CH:13]=[CH:14][C:15]=1[S:16][CH3:17]. The catalyst class is: 159. (2) Reactant: [Br:1][C:2]1[C:3]([CH3:10])=[C:4]([NH2:9])[C:5]([Cl:8])=[N:6][CH:7]=1.N1C=CC=CC=1.[F:17][C:18]1[CH:26]=[C:25]([F:27])[CH:24]=[CH:23][C:19]=1[C:20](Cl)=[O:21]. Product: [Br:1][C:2]1[C:3]([CH3:10])=[C:4]([NH:9][C:20](=[O:21])[C:19]2[CH:23]=[CH:24][C:25]([F:27])=[CH:26][C:18]=2[F:17])[C:5]([Cl:8])=[N:6][CH:7]=1. The catalyst class is: 2. (3) Reactant: [CH3:1][O:2][CH2:3][CH2:4][CH2:5][N:6]1[CH:11]=[C:10]([CH2:12][N:13]([CH:38]2[CH2:40][CH2:39]2)[C:14]([C@@H:16]2[C@:21]([C:23]3[CH:28]=[CH:27][C:26]([F:29])=[C:25]([F:30])[CH:24]=3)([OH:22])[CH2:20][CH2:19][N:18](C(OC(C)(C)C)=O)[CH2:17]2)=[O:15])[C:9](=[O:41])[N:8]([CH2:42][CH2:43][CH2:44][O:45][CH3:46])[C:7]1=[O:47].Cl. Product: [CH3:1][O:2][CH2:3][CH2:4][CH2:5][N:6]1[CH:11]=[C:10]([CH2:12][N:13]([CH:38]2[CH2:39][CH2:40]2)[C:14]([CH:16]2[C:21]([C:23]3[CH:28]=[CH:27][C:26]([F:29])=[C:25]([F:30])[CH:24]=3)([OH:22])[CH2:20][CH2:19][NH:18][CH2:17]2)=[O:15])[C:9](=[O:41])[N:8]([CH2:42][CH2:43][CH2:44][O:45][CH3:46])[C:7]1=[O:47]. The catalyst class is: 2. (4) Reactant: C([N:8]1[CH2:12][CH:11]([C:13]2[CH:18]=[CH:17][C:16]([Cl:19])=[C:15]([Cl:20])[CH:14]=2)[CH:10]([C:21](=[O:23])[CH3:22])[CH2:9]1)C1C=CC=CC=1.ClC(OCC(Cl)(Cl)Cl)=O. Product: [Cl:20][C:15]1[CH:14]=[C:13]([CH:11]2[CH2:12][NH:8][CH2:9][CH:10]2[C:21](=[O:23])[CH3:22])[CH:18]=[CH:17][C:16]=1[Cl:19]. The catalyst class is: 23. (5) Reactant: [F:1][C:2]1[CH:3]=[C:4]([OH:19])[CH:5]=[C:6]([F:18])[C:7]=1[C:8]1[CH:9]=[N:10][N:11]([CH2:13][C:14]([OH:17])([CH3:16])[CH3:15])[CH:12]=1.[F:20][C:21]([F:34])([F:33])[S:22](O[S:22]([C:21]([F:34])([F:33])[F:20])(=[O:24])=[O:23])(=[O:24])=[O:23].C(N(CC)CC)C. Product: [F:20][C:21]([F:34])([F:33])[S:22]([O:19][C:4]1[CH:3]=[C:2]([F:1])[C:7]([C:8]2[CH:9]=[N:10][N:11]([CH2:13][C:14]([OH:17])([CH3:16])[CH3:15])[CH:12]=2)=[C:6]([F:18])[CH:5]=1)(=[O:24])=[O:23]. The catalyst class is: 4.